This data is from Full USPTO retrosynthesis dataset with 1.9M reactions from patents (1976-2016). The task is: Predict the reactants needed to synthesize the given product. (1) Given the product [CH2:16]([Si:3]([CH2:1][CH3:2])([CH2:14][CH3:15])[O:4][C@H:5]1[C@@H:8]([CH:9]=[C:10]([CH3:11])[CH3:12])[N:7]([C:36]([O:38][C:39]([CH3:42])([CH3:41])[CH3:40])=[O:37])[C:6]1=[O:13])[CH3:17], predict the reactants needed to synthesize it. The reactants are: [CH2:1]([Si:3]([CH2:16][CH3:17])([CH2:14][CH3:15])[O:4][C@H:5]1[C@@H:8]([CH:9]=[C:10]([CH3:12])[CH3:11])[NH:7][C:6]1=[O:13])[CH3:2].C(N(C(C)C)CC)(C)C.CN(C1C=CC=CN=1)C.[C:36](O[C:36]([O:38][C:39]([CH3:42])([CH3:41])[CH3:40])=[O:37])([O:38][C:39]([CH3:42])([CH3:41])[CH3:40])=[O:37]. (2) Given the product [CH2:25]([C@@H:27]1[CH2:31][O:30][C:29](=[O:32])[N:28]1[C:2]1[CH:7]=[CH:6][C:5]([C:8]([N:10]2[CH2:15][CH2:14][N:13]([C:16]3[C:21]([CH3:22])=[CH:20][C:19]([CH3:23])=[C:18]([CH3:24])[N:17]=3)[CH2:12][CH2:11]2)=[O:9])=[CH:4][CH:3]=1)[CH3:26], predict the reactants needed to synthesize it. The reactants are: I[C:2]1[CH:7]=[CH:6][C:5]([C:8]([N:10]2[CH2:15][CH2:14][N:13]([C:16]3[C:21]([CH3:22])=[CH:20][C:19]([CH3:23])=[C:18]([CH3:24])[N:17]=3)[CH2:12][CH2:11]2)=[O:9])=[CH:4][CH:3]=1.[CH2:25]([C@@H:27]1[CH2:31][O:30][C:29](=[O:32])[NH:28]1)[CH3:26]. (3) Given the product [Cl:22][C:16]1[CH:15]=[C:14]2[C:19]([C:20](=[O:21])[C:11]([CH2:10][C:7]3[CH:6]=[CH:5][C:4]([C:3]([OH:29])=[O:2])=[CH:9][CH:8]=3)=[CH:12][N:13]2[C:23]2[CH:28]=[CH:27][CH:26]=[CH:25][N:24]=2)=[CH:18][CH:17]=1, predict the reactants needed to synthesize it. The reactants are: C[O:2][C:3](=[O:29])[C:4]1[CH:9]=[CH:8][C:7]([CH2:10][C:11]2[C:20](=[O:21])[C:19]3[C:14](=[CH:15][C:16]([Cl:22])=[CH:17][CH:18]=3)[N:13]([C:23]3[CH:28]=[CH:27][CH:26]=[CH:25][N:24]=3)[CH:12]=2)=[CH:6][CH:5]=1.O.[OH-].[Li+]. (4) Given the product [F:1][C:2]([F:7])([F:6])[C:3]([OH:5])=[O:4].[C:48]([N:42]1[CH2:43][CH2:44][CH2:45][C@@H:40]([CH2:39][C:38]([NH:37][C:29]2[CH:30]=[CH:31][C:32]3[NH:33][C:34]4[N:35]=[C:19]([NH:20][C:21]5[CH:22]=[CH:23][CH:24]=[C:25]([CH:47]=5)[CH2:26][CH2:27][C:28]=2[CH:36]=3)[N:18]=[CH:17][C:16]=4[Cl:15])=[O:46])[CH2:41]1)(=[O:55])[C:49]1[CH:54]=[CH:53][CH:52]=[CH:51][CH:50]=1, predict the reactants needed to synthesize it. The reactants are: [F:1][C:2]([F:7])([F:6])[C:3]([OH:5])=[O:4].FC(F)(F)C(O)=O.[Cl:15][C:16]1[CH:17]=[N:18][C:19]2[NH:20][C:21]3[CH:22]=[CH:23][CH:24]=[C:25]([CH:47]=3)[CH2:26][CH2:27][C:28]3[CH:36]=[C:32]([NH:33][C:34]=1[N:35]=2)[CH:31]=[CH:30][C:29]=3[NH:37][C:38](=[O:46])[CH2:39][C@@H:40]1[CH2:45][CH2:44][CH2:43][NH:42][CH2:41]1.[C:48](Cl)(=[O:55])[C:49]1[CH:54]=[CH:53][CH:52]=[CH:51][CH:50]=1. (5) Given the product [NH2:34][C:28]1[C:29]([NH:33][C:4](=[O:5])[CH2:3][C:2]([F:8])([F:7])[F:1])=[C:30]([NH2:32])[N:31]=[C:26]([N:19]2[C:20]3[C:25](=[CH:24][CH:23]=[CH:22][CH:21]=3)[C:17]([S:16][C:11]3[CH:12]=[CH:13][CH:14]=[CH:15][C:10]=3[F:9])=[N:18]2)[N:27]=1, predict the reactants needed to synthesize it. The reactants are: [F:1][C:2]([F:8])([F:7])[CH2:3][C:4](Cl)=[O:5].[F:9][C:10]1[CH:15]=[CH:14][CH:13]=[CH:12][C:11]=1[S:16][C:17]1[C:25]2[C:20](=[CH:21][CH:22]=[CH:23][CH:24]=2)[N:19]([C:26]2[N:31]=[C:30]([NH2:32])[C:29]([NH2:33])=[C:28]([NH2:34])[N:27]=2)[N:18]=1. (6) Given the product [Br:29][C:5]1[NH:4][C:3]2[C:2](=[O:1])[N:10]3[C:11]([CH2:14][NH:15][C:16](=[O:23])[C:17]4[CH:18]=[CH:19][CH:20]=[CH:21][CH:22]=4)=[N:12][N:13]=[C:9]3[N:8]([CH2:24][CH2:25][CH2:26][CH2:27][CH3:28])[C:7]=2[N:6]=1, predict the reactants needed to synthesize it. The reactants are: [O:1]=[C:2]1[N:10]2[C:11]([CH2:14][NH:15][C:16](=[O:23])[C:17]3[CH:22]=[CH:21][CH:20]=[CH:19][CH:18]=3)=[N:12][N:13]=[C:9]2[N:8]([CH2:24][CH2:25][CH2:26][CH2:27][CH3:28])[C:7]2[N:6]=[CH:5][NH:4][C:3]1=2.[Br:29]N1C(=O)CCC1=O. (7) Given the product [CH3:11][O:12][C:13]1[CH:18]=[C:17]([C:2]2[C:9]([CH3:10])=[CH:8][CH:7]=[C:4]([C:5]#[N:6])[CH:3]=2)[CH:16]=[CH:15][CH:14]=1, predict the reactants needed to synthesize it. The reactants are: Cl[C:2]1[CH:3]=[C:4]([CH:7]=[CH:8][C:9]=1[CH3:10])[C:5]#[N:6].[CH3:11][O:12][C:13]1[CH:14]=[C:15](B(O)O)[CH:16]=[CH:17][CH:18]=1.[F-].[Cs+]. (8) The reactants are: O[PH2]=O.[P:4]([O-:8])([O-:7])([O-:6])=[O:5].[Ca+2:9].[Ca+2].[Ca+2].[Ca+2].[Ca+2].[Ca+2].[Ca+2].[Ca+2].O.O.O.O.[N+]([O-])([O-])=O.[Ca+2].[N+]([O-])([O-])=O. Given the product [P:4]([O-:8])([O-:7])([O-:6])=[O:5].[Ca+2:9].[P:4]([O-:8])([O-:7])([O-:6])=[O:5].[Ca+2:9].[Ca+2:9], predict the reactants needed to synthesize it. (9) Given the product [NH2:2][C@H:3]([CH2:37][OH:38])[CH2:4][O:5][C:6]1[C:10]([CH3:11])=[C:9]([NH:12][C:13]([NH:15][CH2:16][C:17]2[CH:22]=[C:21]([CH2:23][O:24][CH3:25])[CH:20]=[CH:19][C:18]=2[O:26][C:27]([F:29])([F:30])[F:28])=[O:14])[N:8]([C:31]2[CH:32]=[CH:33][CH:34]=[CH:35][CH:36]=2)[N:7]=1, predict the reactants needed to synthesize it. The reactants are: Cl.[NH2:2][C@H:3]([CH2:37][O:38]CC1C=CC=CC=1)[CH2:4][O:5][C:6]1[C:10]([CH3:11])=[C:9]([NH:12][C:13]([NH:15][CH2:16][C:17]2[CH:22]=[C:21]([CH2:23][O:24][CH3:25])[CH:20]=[CH:19][C:18]=2[O:26][C:27]([F:30])([F:29])[F:28])=[O:14])[N:8]([C:31]2[CH:36]=[CH:35][CH:34]=[CH:33][CH:32]=2)[N:7]=1. (10) Given the product [C:38]([O:37][C:35]([NH:34][CH2:33][CH2:32][CH2:31][N:28]1[C:27]([C:42]([O:44][CH3:45])=[O:43])=[C:26]2[C:30]([C:22]3[CH:21]=[C:20]([CH2:16][CH2:15][C:14]4[CH:17]=[CH:18][C:11]([Cl:10])=[CH:12][CH:13]=4)[C:47]([O:48][CH3:49])=[CH:46][C:23]=3[CH2:24][CH2:25]2)=[N:29]1)=[O:36])([CH3:40])([CH3:41])[CH3:39], predict the reactants needed to synthesize it. The reactants are: B1C2CCCC1CCC2.[Cl:10][C:11]1[CH:18]=[CH:17][C:14]([CH:15]=[CH2:16])=[CH:13][CH:12]=1.Br[C:20]1[C:47]([O:48][CH3:49])=[CH:46][C:23]2[CH2:24][CH2:25][C:26]3[C:30]([C:22]=2[CH:21]=1)=[N:29][N:28]([CH2:31][CH2:32][CH2:33][NH:34][C:35]([O:37][C:38]([CH3:41])([CH3:40])[CH3:39])=[O:36])[C:27]=3[C:42]([O:44][CH3:45])=[O:43].[O-]P([O-])([O-])=O.[K+].[K+].[K+].